This data is from NCI-60 drug combinations with 297,098 pairs across 59 cell lines. The task is: Regression. Given two drug SMILES strings and cell line genomic features, predict the synergy score measuring deviation from expected non-interaction effect. (1) Drug 1: CC1CCC2CC(C(=CC=CC=CC(CC(C(=O)C(C(C(=CC(C(=O)CC(OC(=O)C3CCCCN3C(=O)C(=O)C1(O2)O)C(C)CC4CCC(C(C4)OC)OCCO)C)C)O)OC)C)C)C)OC. Drug 2: C1CN(CCN1C(=O)CCBr)C(=O)CCBr. Cell line: CAKI-1. Synergy scores: CSS=13.9, Synergy_ZIP=-5.66, Synergy_Bliss=0.128, Synergy_Loewe=-5.79, Synergy_HSA=-0.629. (2) Drug 1: CC1C(C(CC(O1)OC2CC(CC3=C2C(=C4C(=C3O)C(=O)C5=C(C4=O)C(=CC=C5)OC)O)(C(=O)CO)O)N)O.Cl. Drug 2: COC1=C2C(=CC3=C1OC=C3)C=CC(=O)O2. Cell line: EKVX. Synergy scores: CSS=4.26, Synergy_ZIP=10.6, Synergy_Bliss=3.00, Synergy_Loewe=2.04, Synergy_HSA=3.20. (3) Drug 1: CC1=C(C(CCC1)(C)C)C=CC(=CC=CC(=CC(=O)O)C)C. Drug 2: C(CN)CNCCSP(=O)(O)O. Cell line: SR. Synergy scores: CSS=2.11, Synergy_ZIP=-0.871, Synergy_Bliss=1.04, Synergy_Loewe=1.17, Synergy_HSA=1.05. (4) Drug 1: C1=CC=C(C=C1)NC(=O)CCCCCCC(=O)NO. Drug 2: C1CN1C2=NC(=NC(=N2)N3CC3)N4CC4. Cell line: SN12C. Synergy scores: CSS=55.4, Synergy_ZIP=3.32, Synergy_Bliss=3.98, Synergy_Loewe=4.30, Synergy_HSA=8.91.